This data is from Full USPTO retrosynthesis dataset with 1.9M reactions from patents (1976-2016). The task is: Predict the reactants needed to synthesize the given product. (1) Given the product [CH3:20][O:19][CH2:18][O:17][C:14]1[CH:15]=[CH:16][C:11]([CH2:10][C:9]2[C:8]([CH3:24])=[CH:7][C:6]([OH:25])=[C:3]([CH3:4])[C:2]=2[CH3:1])=[CH:12][C:13]=1[CH:21]([CH3:23])[CH3:22], predict the reactants needed to synthesize it. The reactants are: [CH3:1][C:2]1[C:9]([CH2:10][C:11]2[CH:16]=[CH:15][C:14]([O:17][CH2:18][O:19][CH3:20])=[C:13]([CH:21]([CH3:23])[CH3:22])[CH:12]=2)=[C:8]([CH3:24])[CH:7]=[C:6]([OH:25])[C:3]=1[CH2:4]O. (2) The reactants are: C(OC(=O)[NH:7][C@H:8]([C:10]1[CH:15]=[CH:14][CH:13]=[C:12]([O:16][C:17]2[CH:18]=[N:19][CH:20]=[N:21][CH:22]=2)[CH:11]=1)[CH3:9])(C)(C)C.Cl. Given the product [N:19]1[CH:18]=[C:17]([O:16][C:12]2[CH:11]=[C:10]([C@@H:8]([NH2:7])[CH3:9])[CH:15]=[CH:14][CH:13]=2)[CH:22]=[N:21][CH:20]=1, predict the reactants needed to synthesize it. (3) Given the product [NH2:16][C:4]1[N:3]=[C:2]([NH:17][C:18]2[CH:26]=[CH:25][C:21]([CH2:22][CH2:23][OH:24])=[CH:20][CH:19]=2)[CH:7]=[C:6]([C:8]2[CH:13]=[C:12]([Cl:14])[CH:11]=[CH:10][C:9]=2[CH3:15])[N:5]=1, predict the reactants needed to synthesize it. The reactants are: Cl[C:2]1[CH:7]=[C:6]([C:8]2[CH:13]=[C:12]([Cl:14])[CH:11]=[CH:10][C:9]=2[CH3:15])[N:5]=[C:4]([NH2:16])[N:3]=1.[NH2:17][C:18]1[CH:26]=[CH:25][C:21]([CH2:22][CH2:23][OH:24])=[CH:20][CH:19]=1. (4) Given the product [NH2:1][C:2]1[CH:7]=[CH:6][C:5]([CH2:8][C:9]#[N:10])=[C:4]([Br:11])[C:3]=1[Cl:12], predict the reactants needed to synthesize it. The reactants are: [NH2:1][C:2]1[CH:7]=[CH:6][C:5]([CH2:8][C:9]#[N:10])=[C:4]([Br:11])[CH:3]=1.[Cl:12]N1C(C)(C)C(=O)N(Cl)C1=O. (5) Given the product [CH3:36][N:29]1[C:30]2[C:35](=[CH:34][CH:33]=[CH:32][CH:31]=2)[C:27]([C:20]2[C:21](=[O:22])[N:23]([CH3:26])[C:24](=[O:25])[C:19]=2[O:44][CH3:37])=[CH:28]1, predict the reactants needed to synthesize it. The reactants are: C(Cl)Cl.CCCCCCCCCCCCCCC[C:19]1[C:24](=[O:25])[N:23]([CH3:26])[C:21](=[O:22])[C:20]=1[C:27]1[C:35]2[C:30](=[CH:31][CH:32]=[CH:33][CH:34]=2)[N:29]([CH3:36])[CH:28]=1.[C:37](Cl)(=[O:44])C1C=CC=CC=1.[OH-].[Na+]. (6) Given the product [CH3:10][N:9]([CH2:11][CH2:12][O:13][C:14]1[CH:19]=[CH:18][C:17]([CH2:20][NH:21][C:22]([C:24]2[CH:25]=[CH:26][C:27]([O:32][CH3:33])=[C:28]([O:30][CH3:31])[CH:29]=2)=[O:23])=[CH:16][CH:15]=1)[CH3:8].[ClH:5], predict the reactants needed to synthesize it. The reactants are: CC(O)C.[Cl-:5].[Ca+2].[Cl-].[CH3:8][N:9]([CH2:11][CH2:12][O:13][C:14]1[CH:15]=[CH:16][C:17]([CH2:20][NH:21][C:22]([C:24]2[CH:25]=[CH:26][C:27]([O:32][CH3:33])=[C:28]([O:30][CH3:31])[CH:29]=2)=[O:23])=[CH:18][CH:19]=1)[CH3:10].C.